Predict the reaction yield, written as a fraction of the theoretical maximum amount of product (1.0 means a 100% yield; for example, 0.34 means a 34% yield). From a dataset of Reaction yield outcomes from USPTO patents with 853,638 reactions. (1) The reactants are [BrH:1].[F:2][C:3]1[CH:8]=[C:7]([N+:9]([O-:11])=[O:10])[CH:6]=[CH:5][C:4]=1[O:12][CH:13]1[CH2:18][CH2:17][N:16](C(OCC2C=CC=CC=2)=O)[CH2:15][CH2:14]1. The catalyst is CCOCC. The product is [BrH:1].[F:2][C:3]1[CH:8]=[C:7]([N+:9]([O-:11])=[O:10])[CH:6]=[CH:5][C:4]=1[O:12][CH:13]1[CH2:18][CH2:17][NH:16][CH2:15][CH2:14]1. The yield is 0.500. (2) The reactants are [N:1]1([C:7]2[CH:14]=[C:13]([C:15]([F:18])([F:17])[F:16])[CH:12]=[CH:11][C:8]=2[CH:9]=O)[CH2:6][CH2:5][O:4][CH2:3][CH2:2]1.[N:19]1([C:25]([O:27][C:28]([CH3:31])([CH3:30])[CH3:29])=[O:26])[CH2:24][CH2:23][NH:22][CH2:21][CH2:20]1.C(O[BH-](OC(=O)C)OC(=O)C)(=O)C.[Na+]. The catalyst is ClCCl. The product is [N:1]1([C:7]2[CH:14]=[C:13]([C:15]([F:18])([F:17])[F:16])[CH:12]=[CH:11][C:8]=2[CH2:9][N:22]2[CH2:21][CH2:20][N:19]([C:25]([O:27][C:28]([CH3:31])([CH3:30])[CH3:29])=[O:26])[CH2:24][CH2:23]2)[CH2:6][CH2:5][O:4][CH2:3][CH2:2]1. The yield is 0.780. (3) The reactants are C(=O)([O-])[O-].[K+].[K+].Br[C:8]1[C:16]2[C:11](=[CH:12][C:13]([NH2:17])=[CH:14][CH:15]=2)[N:10]([S:18]([C:21]2[CH:26]=[CH:25][CH:24]=[CH:23][CH:22]=2)(=[O:20])=[O:19])[CH:9]=1.[N+:27]([C:30]1[CH:35]=[CH:34][C:33](B(O)O)=[CH:32][CH:31]=1)([O-:29])=[O:28]. The catalyst is O1CCCC1.C(=O)(O)[O-].[Na+].C(OCC)(=O)C.C1(P(C2C=CC=CC=2)C2C=CC=CC=2)C=CC=CC=1.C1(P(C2C=CC=CC=2)C2C=CC=CC=2)C=CC=CC=1.C1(P(C2C=CC=CC=2)C2C=CC=CC=2)C=CC=CC=1.C1(P(C2C=CC=CC=2)C2C=CC=CC=2)C=CC=CC=1.[Pd]. The product is [N+:27]([C:30]1[CH:35]=[CH:34][C:33]([C:8]2[C:16]3[C:11](=[CH:12][C:13]([NH2:17])=[CH:14][CH:15]=3)[N:10]([S:18]([C:21]3[CH:26]=[CH:25][CH:24]=[CH:23][CH:22]=3)(=[O:20])=[O:19])[CH:9]=2)=[CH:32][CH:31]=1)([O-:29])=[O:28]. The yield is 0.650. (4) The yield is 0.840. The product is [CH2:11]([O:18][C:19]([N:21]1[CH2:26][CH2:25][C:24]2[N:27]=[C:28]([C:30]3[CH:35]=[CH:34][CH:33]=[CH:32][N:31]=3)[NH:29][C:23]=2[CH2:22]1)=[O:20])[C:12]1[CH:17]=[CH:16][CH:15]=[CH:14][CH:13]=1. The reactants are C(Cl)(=O)C(Cl)=O.CS(C)=O.[CH2:11]([O:18][C:19]([N:21]1[CH2:26][CH2:25][CH:24]2[N:27]=[C:28]([C:30]3[CH:35]=[CH:34][CH:33]=[CH:32][N:31]=3)[NH:29][CH:23]2[CH2:22]1)=[O:20])[C:12]1[CH:17]=[CH:16][CH:15]=[CH:14][CH:13]=1.O. The catalyst is C(Cl)Cl. (5) The reactants are [C:1](OC(=O)C)(=[O:3])[CH3:2].[Cl:8][C:9]1[C:17]2[N:16]=[C:15]3[N:18]([C:22]4[C:23]([CH3:31])=[N:24][C:25]([N:28]([CH3:30])[CH3:29])=[CH:26][CH:27]=4)[CH2:19][CH2:20][CH2:21][N:14]3[C:13]=2[C:12]([CH:32]([OH:35])[CH2:33][CH3:34])=[CH:11][CH:10]=1. The catalyst is N1C=CC=CC=1. The product is [C:1]([O:35][CH:32]([C:12]1[C:13]2[N:14]3[CH2:21][CH2:20][CH2:19][N:18]([C:22]4[C:23]([CH3:31])=[N:24][C:25]([N:28]([CH3:30])[CH3:29])=[CH:26][CH:27]=4)[C:15]3=[N:16][C:17]=2[C:9]([Cl:8])=[CH:10][CH:11]=1)[CH2:33][CH3:34])(=[O:3])[CH3:2]. The yield is 0.760.